From a dataset of Reaction yield outcomes from USPTO patents with 853,638 reactions. Predict the reaction yield, written as a fraction of the theoretical maximum amount of product (1.0 means a 100% yield; for example, 0.34 means a 34% yield). (1) The reactants are C([Li])CCC.Br[C:7]1[CH:8]=[N:9][CH:10]=[CH:11][C:12]=1[CH3:13].COB(OC)OC.[C:21]([O:25][C:26](=[O:47])[NH:27][C:28]([C:30]1[S:31][C:32]([S:45][CH3:46])=[C:33]([S:35]([C:38]2[CH:43]=[CH:42][CH:41]=[C:40](Br)[CH:39]=2)(=[O:37])=[O:36])[CH:34]=1)=[NH:29])([CH3:24])([CH3:23])[CH3:22].C([O-])([O-])=O.[Na+].[Na+]. The catalyst is CCOCC.C1C=CC([P]([Pd]([P](C2C=CC=CC=2)(C2C=CC=CC=2)C2C=CC=CC=2)([P](C2C=CC=CC=2)(C2C=CC=CC=2)C2C=CC=CC=2)[P](C2C=CC=CC=2)(C2C=CC=CC=2)C2C=CC=CC=2)(C2C=CC=CC=2)C2C=CC=CC=2)=CC=1.C1(C)C=CC=CC=1.C(O)C. The product is [C:21]([O:25][C:26](=[O:47])[NH:27][C:28](=[NH:29])[C:30]1[S:31][C:32]([S:45][CH3:46])=[C:33]([S:35]([C:38]2[CH:39]=[CH:40][CH:41]=[C:42]([C:7]3[CH:8]=[N:9][CH:10]=[CH:11][C:12]=3[CH3:13])[CH:43]=2)(=[O:37])=[O:36])[CH:34]=1)([CH3:24])([CH3:22])[CH3:23]. The yield is 0.710. (2) The reactants are [F:1][C:2]1[CH:23]=[C:22]([N+:24]([O-])=O)[CH:21]=[CH:20][C:3]=1[O:4][C:5]1[CH:10]=[CH:9][N:8]=[C:7]2[CH:11]=[C:12]([C:14]([NH:16][N:17](C)[CH3:18])=[O:15])[S:13][C:6]=12.[NH4+].[Cl-].O.[CH3:30]CO. The catalyst is [Fe]. The product is [NH2:24][C:22]1[CH:21]=[CH:20][C:3]([O:4][C:5]2[CH:10]=[CH:9][N:8]=[C:7]3[CH:11]=[C:12]([C:14]([N:16]([CH3:30])[NH:17][CH3:18])=[O:15])[S:13][C:6]=23)=[C:2]([F:1])[CH:23]=1. The yield is 0.850. (3) The reactants are P(Cl)(Cl)([Cl:3])=O.[CH2:6]([O:8][C:9]1[CH:18]=[C:17]2[C:12]([C:13](=O)[NH:14][CH:15]=[N:16]2)=[C:11]([O:20][CH3:21])[CH:10]=1)[CH3:7].C(N(C(C)C)CC)(C)C. The catalyst is ClCCCl. The product is [Cl:3][C:13]1[C:12]2[C:17](=[CH:18][C:9]([O:8][CH2:6][CH3:7])=[CH:10][C:11]=2[O:20][CH3:21])[N:16]=[CH:15][N:14]=1. The yield is 0.920.